This data is from Forward reaction prediction with 1.9M reactions from USPTO patents (1976-2016). The task is: Predict the product of the given reaction. (1) Given the reactants [CH2:1]1[NH:6][CH2:5][C@@H:4]([OH:7])[C@H:3]([OH:8])[C@H:2]1[CH2:9][OH:10].[ClH:11], predict the reaction product. The product is: [CH2:1]1[NH:6][CH2:5][C@@H:4]([OH:7])[C@H:3]([OH:8])[C@H:2]1[CH2:9][OH:10].[ClH:11]. (2) Given the reactants [C@H:1]1([NH:14][C:15](=[O:24])[O:16][CH2:17][C:18]2[CH:23]=[CH:22][CH:21]=[CH:20][CH:19]=2)[CH2:5][CH2:4][C@@H:3]([NH:6]C(=O)OC(C)(C)C)[CH2:2]1.[ClH:25], predict the reaction product. The product is: [ClH:25].[NH2:6][C@@H:3]1[CH2:4][CH2:5][C@H:1]([NH:14][C:15](=[O:24])[O:16][CH2:17][C:18]2[CH:23]=[CH:22][CH:21]=[CH:20][CH:19]=2)[CH2:2]1. (3) Given the reactants [CH2:1]([C:3]1O[C:5](=[O:13])[C:6]2[CH:12]=[CH:11][CH:10]=[N:9][C:7]=2[N:8]=1)[CH3:2].[F:14][C:15]1[CH:21]=[CH:20][C:18]([NH2:19])=[CH:17][CH:16]=1, predict the reaction product. The product is: [CH2:1]([C:3]1[N:19]([C:18]2[CH:20]=[CH:21][C:15]([F:14])=[CH:16][CH:17]=2)[C:5](=[O:13])[C:6]2[CH:12]=[CH:11][CH:10]=[N:9][C:7]=2[N:8]=1)[CH3:2]. (4) Given the reactants [CH3:1][O:2][C:3]1[CH:16]=[CH:15][CH:14]=[CH:13][C:4]=1[CH:5]=[C:6]1[C:10](=[O:11])O[C:8]([CH3:12])=[N:7]1.[NH2:17][C:18]1[CH:23]=[CH:22][CH:21]=[CH:20][CH:19]=1.C([O-])(=O)C.[Na+].C(=O)([O-])[O-].[K+].[K+], predict the reaction product. The product is: [CH3:1][O:2][C:3]1[CH:16]=[CH:15][CH:14]=[CH:13][C:4]=1[CH:5]=[C:6]1[N:7]=[C:8]([CH3:12])[N:17]([C:18]2[CH:23]=[CH:22][CH:21]=[CH:20][CH:19]=2)[C:10]1=[O:11]. (5) Given the reactants [CH2:1]([N:8]1[CH2:13][CH2:12][CH:11]([NH2:14])[CH2:10][CH2:9]1)[C:2]1[CH:7]=[CH:6][CH:5]=[CH:4][CH:3]=1.[C:15](O[C:15]([O:17][C:18]([CH3:21])([CH3:20])[CH3:19])=[O:16])([O:17][C:18]([CH3:21])([CH3:20])[CH3:19])=[O:16], predict the reaction product. The product is: [CH2:1]([N:8]1[CH2:13][CH2:12][CH:11]([NH:14][C:15](=[O:16])[O:17][C:18]([CH3:21])([CH3:20])[CH3:19])[CH2:10][CH2:9]1)[C:2]1[CH:3]=[CH:4][CH:5]=[CH:6][CH:7]=1. (6) Given the reactants [CH2:1]([O:19]C1C=CC(C(C(OC)=O)C(OC)=O)=CC=1)[CH2:2][CH2:3][CH2:4][CH2:5][CH2:6][CH2:7][CH2:8][CH2:9][CH2:10][CH2:11][CH2:12][CH2:13][CH2:14][CH2:15][CH2:16][CH2:17][CH3:18].[CH3:35][O:36][C:37](=[O:83])[CH2:38][C:39]1[CH2:40][C:41]([O:64][CH2:65][CH2:66][CH2:67][CH2:68][CH2:69][CH2:70][CH2:71][CH2:72][CH2:73][CH2:74][CH2:75][CH2:76][CH2:77][CH2:78][CH2:79][CH2:80][CH2:81][CH3:82])(OCCCCCCCCCCCCCCCCCC)[CH:42]=[CH:43][CH:44]=1.[H-].[Na+].[C:86](=O)([O:89]C)[O:87][CH3:88], predict the reaction product. The product is: [CH2:65]([O:64][C:41]1[CH:40]=[C:39]([CH:38]([C:37]([O:36][CH3:35])=[O:83])[C:86]([O:87][CH3:88])=[O:89])[CH:44]=[C:43]([O:19][CH2:1][CH2:2][CH2:3][CH2:4][CH2:5][CH2:6][CH2:7][CH2:8][CH2:9][CH2:10][CH2:11][CH2:12][CH2:13][CH2:14][CH2:15][CH2:16][CH2:17][CH3:18])[CH:42]=1)[CH2:66][CH2:67][CH2:68][CH2:69][CH2:70][CH2:71][CH2:72][CH2:73][CH2:74][CH2:75][CH2:76][CH2:77][CH2:78][CH2:79][CH2:80][CH2:81][CH3:82]. (7) Given the reactants Cl[C:2]1[N:11]=[C:10]([NH:12][CH2:13][CH:14]([CH:21]2[CH2:25][CH2:24][CH2:23][CH2:22]2)[C:15]2[CH:20]=[CH:19][CH:18]=[CH:17][CH:16]=2)[C:9]2[C:4](=[CH:5][CH:6]=[CH:7][CH:8]=2)[N:3]=1.[CH3:26][C:27]1[C:32](B2OC(C)(C)C(C)(C)O2)=[CH:31][N:30]=[C:29]([NH2:42])[CH:28]=1.C(NC1C2C(=CC=CC=2)N=C(C2SC3C=CC=CC=3C=2)N=1)(C1C=CC=CC=1)C1C=CC=CC=1, predict the reaction product. The product is: [NH2:42][C:29]1[N:30]=[CH:31][C:32]([C:2]2[N:11]=[C:10]([NH:12][CH2:13][CH:14]([CH:21]3[CH2:25][CH2:24][CH2:23][CH2:22]3)[C:15]3[CH:20]=[CH:19][CH:18]=[CH:17][CH:16]=3)[C:9]3[C:4](=[CH:5][CH:6]=[CH:7][CH:8]=3)[N:3]=2)=[C:27]([CH3:26])[CH:28]=1. (8) The product is: [Cl-:1].[F:36][C:32]1[CH:31]=[C:30]([CH:22]([C:23]2[CH:28]=[CH:27][CH:26]=[C:25]([F:29])[CH:24]=2)[O:21][C:20]([NH:19][C@@H:13]2[CH:14]3[CH2:17][CH2:18][N+:11]([CH2:2][C:3](=[O:4])[C:5]4[CH:10]=[CH:9][CH:8]=[CH:7][CH:6]=4)([CH2:16][CH2:15]3)[CH2:12]2)=[O:37])[CH:35]=[CH:34][CH:33]=1. Given the reactants [Cl:1][CH2:2][C:3]([C:5]1[CH:10]=[CH:9][CH:8]=[CH:7][CH:6]=1)=[O:4].[N:11]12[CH2:18][CH2:17][CH:14]([CH2:15][CH2:16]1)[C@@H:13]([NH:19][C:20](=[O:37])[O:21][CH:22]([C:30]1[CH:35]=[CH:34][CH:33]=[C:32]([F:36])[CH:31]=1)[C:23]1[CH:28]=[CH:27][CH:26]=[C:25]([F:29])[CH:24]=1)[CH2:12]2, predict the reaction product.